The task is: Predict which catalyst facilitates the given reaction.. This data is from Catalyst prediction with 721,799 reactions and 888 catalyst types from USPTO. Reactant: Cl.[O:2]1CCO[CH2:4][CH2:3]1.[C:8]([O:12][C:13]([N:15]1[CH2:20][CH2:19][CH:18]([CH:21]([C:42]2[CH:47]=[CH:46][CH:45]=[CH:44][CH:43]=2)[CH2:22][CH2:23][N:24]2[CH2:31][CH:30]3[CH:26]([CH2:27][N:28]([C:32]([C:34]4[C:35]([CH3:41])=[N:36][CH:37]=[N:38][C:39]=4[CH3:40])=[O:33])[CH2:29]3)[CH2:25]2)[CH2:17][CH2:16]1)=[O:14])(C)([CH3:10])[CH3:9].C1(O)CCC(O)C1. Product: [OH:2][CH:3]1[CH2:4][CH2:10][CH:8]([O:12][C:13]([N:15]2[CH2:20][CH2:19][CH:18]([CH:21]([C:42]3[CH:43]=[CH:44][CH:45]=[CH:46][CH:47]=3)[CH2:22][CH2:23][N:24]3[CH2:31][CH:30]4[CH:26]([CH2:27][N:28]([C:32]([C:34]5[C:35]([CH3:41])=[N:36][CH:37]=[N:38][C:39]=5[CH3:40])=[O:33])[CH2:29]4)[CH2:25]3)[CH2:17][CH2:16]2)=[O:14])[CH2:9]1. The catalyst class is: 23.